Dataset: Retrosynthesis with 50K atom-mapped reactions and 10 reaction types from USPTO. Task: Predict the reactants needed to synthesize the given product. Given the product CC(C)OP(=O)(OC(C)C)C(=O)c1cc(Oc2ccc(C(F)(F)F)cc2Cl)ccc1[N+](=O)[O-], predict the reactants needed to synthesize it. The reactants are: CC(C)OP(OC(C)C)OC(C)C.O=C(Cl)c1cc(Oc2ccc(C(F)(F)F)cc2Cl)ccc1[N+](=O)[O-].